From a dataset of Reaction yield outcomes from USPTO patents with 853,638 reactions. Predict the reaction yield, written as a fraction of the theoretical maximum amount of product (1.0 means a 100% yield; for example, 0.34 means a 34% yield). (1) The reactants are I[C:2]1[C:10]2[C:5](=[CH:6][C:7]([CH:11]=[O:12])=[CH:8][CH:9]=2)[N:4]([CH2:13][O:14][CH2:15][CH2:16][Si:17]([CH3:20])([CH3:19])[CH3:18])[N:3]=1.CC1(C)C(C)(C)OB([C:29]2[CH:30]=[CH:31][C:32]([N:35]3[CH2:40][CH2:39][O:38][CH2:37][CH2:36]3)=[N:33][CH:34]=2)O1.C([O-])([O-])=O.[Na+].[Na+]. The catalyst is COCCOC.O.CCO.Cl[Pd](Cl)([P](C1C=CC=CC=1)(C1C=CC=CC=1)C1C=CC=CC=1)[P](C1C=CC=CC=1)(C1C=CC=CC=1)C1C=CC=CC=1. The product is [O:38]1[CH2:39][CH2:40][N:35]([C:32]2[N:33]=[CH:34][C:29]([C:2]3[C:10]4[C:5](=[CH:6][C:7]([CH:11]=[O:12])=[CH:8][CH:9]=4)[N:4]([CH2:13][O:14][CH2:15][CH2:16][Si:17]([CH3:20])([CH3:19])[CH3:18])[N:3]=3)=[CH:30][CH:31]=2)[CH2:36][CH2:37]1. The yield is 0.970. (2) The reactants are [CH2:1]([C@H:3]1[N:8]([CH2:9][C:10]([F:13])([F:12])[F:11])[C:7]2[CH:14]=[CH:15][C:16]([NH:18][C:19](=[O:24])[C:20]([CH3:23])([CH3:22])[CH3:21])=[CH:17][C:6]=2[O:5][CH2:4]1)[CH3:2].[Li]CCCC.[F:30][C:31]([F:38])([F:37])[C:32](OCC)=[O:33].[Cl-].[NH4+]. The catalyst is CCOCC. The product is [CH2:1]([C@H:3]1[N:8]([CH2:9][C:10]([F:13])([F:11])[F:12])[C:7]2[CH:14]=[CH:15][C:16]([NH:18][C:19](=[O:24])[C:20]([CH3:23])([CH3:22])[CH3:21])=[C:17]([C:32](=[O:33])[C:31]([F:38])([F:37])[F:30])[C:6]=2[O:5][CH2:4]1)[CH3:2]. The yield is 0.560. (3) The product is [CH3:13][N:17]([CH3:16])[C:2]1[CH:3]=[C:4]2[C:9](=[CH:10][CH:11]=1)[N:8]=[CH:7][CH2:6][C:5]2=[O:12]. The reactants are N[C:2]1[CH:3]=[C:4]2[C:9](=[CH:10][CH:11]=1)[N:8]=[CH:7][CH2:6][C:5]2=[O:12].[CH2:13]=O.[BH3-][C:16]#[N:17].[Na+].Cl. The catalyst is CCO. The yield is 0.600. (4) The reactants are Cl.[S:2]1[CH:6]=[CH:5][CH:4]=[C:3]1[C:7]1[N:11]=[C:10]([CH:12]2[CH2:17][CH2:16][NH2+:15][CH2:14][CH2:13]2)[O:9][N:8]=1.C(N(CC)CC)C.[Cl:25][CH2:26][C:27](Cl)=[O:28]. The catalyst is ClCCl. The product is [Cl:25][CH2:26][C:27]([N:15]1[CH2:16][CH2:17][CH:12]([C:10]2[O:9][N:8]=[C:7]([C:3]3[S:2][CH:6]=[CH:5][CH:4]=3)[N:11]=2)[CH2:13][CH2:14]1)=[O:28]. The yield is 0.950. (5) The reactants are [CH:1]1([CH:6]2[N:10]([C:11]3[CH:18]=[CH:17][C:14]([C:15]#[N:16])=[C:13]([CH3:19])[CH:12]=3)[NH:9][C:8](=O)[CH2:7]2)[CH2:5][CH2:4][CH2:3][CH2:2]1.P(Cl)(Cl)([Cl:23])=O. The catalyst is C(#N)C. The product is [Cl:23][C:8]1[CH2:7][CH:6]([CH:1]2[CH2:5][CH2:4][CH2:3][CH2:2]2)[N:10]([C:11]2[CH:18]=[CH:17][C:14]([C:15]#[N:16])=[C:13]([CH3:19])[CH:12]=2)[N:9]=1. The yield is 0.890. (6) The yield is 0.710. The product is [C:1]([O:4][C@@H:5]1[O:17][C@H:16]([CH3:18])[C@@H:11]([O:12][C:13](=[O:15])[CH3:14])[C@H:6]1[O:7][C:8](=[O:10])[CH3:9])(=[O:3])[CH3:2]. The catalyst is [Ni].CC(O)C. The reactants are [C:1]([O:4][C@@H:5]1[O:17][C@H:16]([CH2:18]Cl)[C@@H:11]([O:12][C:13](=[O:15])[CH3:14])[C@H:6]1[O:7][C:8](=[O:10])[CH3:9])(=[O:3])[CH3:2].C([O-])([O-])=O.[Na+].[Na+].[H][H].